Dataset: Forward reaction prediction with 1.9M reactions from USPTO patents (1976-2016). Task: Predict the product of the given reaction. (1) The product is: [OH:18][C:14]1[CH:13]=[C:12]2[C:17](=[CH:16][CH:15]=1)[CH:8]([C:5]1[CH:4]=[CH:3][C:2](/[CH:34]=[CH:33]/[C:32]([NH2:36])=[O:35])=[CH:7][CH:6]=1)[N:9]([C:19]1[CH:20]=[CH:21][CH:22]=[CH:23][CH:24]=1)[CH2:10][CH2:11]2. Given the reactants I[C:2]1[CH:7]=[CH:6][C:5]([CH:8]2[C:17]3[C:12](=[CH:13][C:14]([OH:18])=[CH:15][CH:16]=3)[CH2:11][CH2:10][N:9]2[C:19]2[CH:24]=[CH:23][CH:22]=[CH:21][CH:20]=2)=[CH:4][CH:3]=1.C(N(CC)CC)C.[C:32]([NH2:36])(=[O:35])[CH:33]=[CH2:34], predict the reaction product. (2) Given the reactants [F:1][C:2]1[CH:11]=[CH:10][CH:9]=[C:8]2[C:3]=1[C:4](=[O:31])[C:5]([C:26]([O:28]CC)=[O:27])=[CH:6][N:7]2[CH2:12][C:13]1[CH:18]=[CH:17][C:16]([N:19]2[CH:23]=[CH:22][C:21]([CH2:24]O)=[N:20]2)=[CH:15][CH:14]=1.COCCN(S(F)(F)[F:42])CCOC.[OH-].[Na+], predict the reaction product. The product is: [F:1][C:2]1[CH:11]=[CH:10][CH:9]=[C:8]2[C:3]=1[C:4](=[O:31])[C:5]([C:26]([OH:28])=[O:27])=[CH:6][N:7]2[CH2:12][C:13]1[CH:14]=[CH:15][C:16]([N:19]2[CH:23]=[CH:22][C:21]([CH2:24][F:42])=[N:20]2)=[CH:17][CH:18]=1. (3) Given the reactants FC1C=C(CCC(O)=O)C=CC=1OC.[CH3:15][O:16][C:17]1[C:22]([N+:23]([O-:25])=[O:24])=[CH:21][C:20]([CH2:26][CH2:27][C:28]([O:30]C)=[O:29])=[CH:19][C:18]=1[C:32]1[CH:41]=[CH:40][C:39]2[C:34](=[CH:35][CH:36]=[CH:37][CH:38]=2)[CH:33]=1.[OH-].[Na+], predict the reaction product. The product is: [CH3:15][O:16][C:17]1[C:22]([N+:23]([O-:25])=[O:24])=[CH:21][C:20]([CH2:26][CH2:27][C:28]([OH:30])=[O:29])=[CH:19][C:18]=1[C:32]1[CH:41]=[CH:40][C:39]2[C:34](=[CH:35][CH:36]=[CH:37][CH:38]=2)[CH:33]=1. (4) Given the reactants [Cl:1][C:2]1[CH:3]=[CH:4][C:5]([C:28]#[N:29])=[C:6]([C:8]2[C:13]([O:14][CH3:15])=[CH:12][N:11]([CH:16]([CH2:22][CH:23]3[CH2:26][CH2:25][CH2:24]3)[C:17]([O:19]CC)=[O:18])[C:10](=[O:27])[CH:9]=2)[CH:7]=1.[OH-].[Li+], predict the reaction product. The product is: [Cl:1][C:2]1[CH:3]=[CH:4][C:5]([C:28]#[N:29])=[C:6]([C:8]2[C:13]([O:14][CH3:15])=[CH:12][N:11]([CH:16]([CH2:22][CH:23]3[CH2:26][CH2:25][CH2:24]3)[C:17]([OH:19])=[O:18])[C:10](=[O:27])[CH:9]=2)[CH:7]=1. (5) Given the reactants [CH2:1]([O:3][Si:4]([O:23][CH2:24][CH3:25])([O:20][CH2:21][CH3:22])/[CH:5]=[CH:6]/[Sn](CCCC)(CCCC)CCCC)[CH3:2].[NH2:26][C:27]1[N:32]=[C:31]([C:33]2[CH:38]=[CH:37][C:36]([Cl:39])=[C:35]([O:40][CH3:41])[C:34]=2[F:42])[N:30]=[C:29]([C:43]([O:45][CH3:46])=[O:44])[C:28]=1I, predict the reaction product. The product is: [NH2:26][C:27]1[N:32]=[C:31]([C:33]2[CH:38]=[CH:37][C:36]([Cl:39])=[C:35]([O:40][CH3:41])[C:34]=2[F:42])[N:30]=[C:29]([C:43]([O:45][CH3:46])=[O:44])[C:28]=1/[CH:6]=[CH:5]/[Si:4]([O:3][CH2:1][CH3:2])([O:20][CH2:21][CH3:22])[O:23][CH2:24][CH3:25]. (6) The product is: [CH3:35][N:28]1[CH2:29][CH2:30][C@H:25]([C:10]2[CH:11]=[C:12]3[C:21](=[CH:22][C:9]=2[C:4]2[CH:5]=[CH:6][CH:7]=[CH:8][C:3]=2[F:2])[O:20][CH2:19][C:18]2[N:13]3[C@H:14]([CH3:24])[C:15](=[O:23])[NH:16][N:17]=2)[C@H:26]([CH3:31])[CH2:27]1. Given the reactants Cl.[F:2][C:3]1[CH:8]=[CH:7][CH:6]=[CH:5][C:4]=1[C:9]1[CH:22]=[C:21]2[C:12]([N:13]3[C:18]([CH2:19][O:20]2)=[N:17][NH:16][C:15](=[O:23])[C@H:14]3[CH3:24])=[CH:11][C:10]=1[C@H:25]1[CH2:30][CH2:29][NH:28][CH2:27][C@H:26]1[CH3:31].C=O.[B-][C:35]#N.[Na+], predict the reaction product. (7) Given the reactants [C:1]([CH:3]1[CH2:8][CH2:7][N:6]([C:9]([O:11][C:12]([CH3:15])([CH3:14])[CH3:13])=[O:10])[CH2:5][CH2:4]1)#[N:2].[NH2:16][OH:17], predict the reaction product. The product is: [OH:17]/[N:16]=[C:1](/[CH:3]1[CH2:8][CH2:7][N:6]([C:9]([O:11][C:12]([CH3:15])([CH3:14])[CH3:13])=[O:10])[CH2:5][CH2:4]1)\[NH2:2]. (8) Given the reactants CCN(CC)CC.[CH:21]1[CH:26]=[CH:25][C:24](P([C:21]2[CH:26]=[CH:25][CH:24]=[CH:23][CH:22]=2)[C:21]2[CH:26]=[CH:25][CH:24]=[CH:23][CH:22]=2)=[CH:23][CH:22]=1.[CH2:27]([O:34][N:35]1[C:41](=[O:42])[N:40]2[CH2:43][C@H:36]1[CH2:37][CH2:38][C@H:39]2[C:44]([NH:46][NH:47][C:48](=O)[CH2:49][N:50]([C:62]([O:64][C:65]([CH3:68])([CH3:67])[CH3:66])=[O:63])[CH:51]1[CH2:54][N:53]([C:55]([O:57][C:58]([CH3:61])([CH3:60])[CH3:59])=[O:56])[CH2:52]1)=[O:45])C1C=CC=CC=1, predict the reaction product. The product is: [CH2:27]([O:34][N:35]1[C:41](=[O:42])[N:40]2[CH2:43][C@H:36]1[CH2:37][CH2:38][C@H:39]2[C:44]1[O:45][C:48]([CH2:49][N:50]([C:62]([O:64][C:65]([CH3:67])([CH3:66])[CH3:68])=[O:63])[CH:51]2[CH2:52][N:53]([C:55]([O:57][C:58]([CH3:60])([CH3:61])[CH3:59])=[O:56])[CH2:54]2)=[N:47][N:46]=1)[C:21]1[CH:22]=[CH:23][CH:24]=[CH:25][CH:26]=1.